From a dataset of Catalyst prediction with 721,799 reactions and 888 catalyst types from USPTO. Predict which catalyst facilitates the given reaction. (1) The catalyst class is: 5. Reactant: [Si:1]([O:18][C@H:19]1[C@@H:23]([O:24][CH3:25])[C@H:22]([N:26]2[C:34](=[O:35])[C:33]3[C:28](=[CH:29][CH:30]=[CH:31][CH:32]=3)[C:27]2=[O:36])[CH2:21][C@@H:20]1[C:37]([OH:39])=[O:38])([C:14]([CH3:17])([CH3:16])[CH3:15])([C:8]1[CH:13]=[CH:12][CH:11]=[CH:10][CH:9]=1)[C:2]1[CH:7]=[CH:6][CH:5]=[CH:4][CH:3]=1.[C:40]1(C)C=CC=CC=1.[Si](C=[N+]=[N-])(C)(C)C. Product: [Si:1]([O:18][C@H:19]1[C@@H:23]([O:24][CH3:25])[C@H:22]([N:26]2[C:27](=[O:36])[C:28]3[C:33](=[CH:32][CH:31]=[CH:30][CH:29]=3)[C:34]2=[O:35])[CH2:21][C@@H:20]1[C:37]([O:39][CH3:40])=[O:38])([C:14]([CH3:16])([CH3:17])[CH3:15])([C:8]1[CH:9]=[CH:10][CH:11]=[CH:12][CH:13]=1)[C:2]1[CH:7]=[CH:6][CH:5]=[CH:4][CH:3]=1. (2) Reactant: [CH3:1][CH:2]([N:4]1[C:8]([C:9]2[N:10]=[C:11]3[N:21]([CH:22]=2)[CH2:20][CH2:19][O:18][C:17]2[C:12]3=[CH:13][C:14]([CH2:23][OH:24])=[CH:15][CH:16]=2)=[N:7][CH:6]=[N:5]1)[CH3:3].IC1C=CC=CC=1C(O)=O. Product: [CH3:3][CH:2]([N:4]1[C:8]([C:9]2[N:10]=[C:11]3[N:21]([CH:22]=2)[CH2:20][CH2:19][O:18][C:17]2[C:12]3=[CH:13][C:14]([CH:23]=[O:24])=[CH:15][CH:16]=2)=[N:7][CH:6]=[N:5]1)[CH3:1]. The catalyst class is: 25. (3) Reactant: C([O-])(=O)C.C([O-])(=O)C.C([O-])(=O)C.[Cl:13][C:14]1[CH:28]=[CH:27][C:17]([C:18]2[CH:19]=[CH:20][C:21]([CH2:25][CH3:26])=[C:22]([Pb+3])[CH:23]=2)=[CH:16][CH:15]=1.[C:29]1(=[O:41])[CH:37]2[CH:32]([CH:33]3[CH2:39][CH2:38][CH:36]2[CH2:35][CH2:34]3)[C:31](=[O:40])[CH2:30]1.P([O-])([O-])([O-])=O.[K+].[K+].[K+]. Product: [Cl:13][C:14]1[CH:28]=[CH:27][C:17]([C:18]2[CH:19]=[CH:20][C:21]([CH2:25][CH3:26])=[C:22]([CH:30]3[C:29](=[O:41])[CH:37]4[CH:32]([CH:33]5[CH2:39][CH2:38][CH:36]4[CH2:35][CH2:34]5)[C:31]3=[O:40])[CH:23]=2)=[CH:16][CH:15]=1. The catalyst class is: 160. (4) Reactant: [N:1]1([CH:6]([CH2:20][CH2:21][CH2:22][CH2:23][CH3:24])[CH2:7][CH2:8][CH2:9][CH2:10][CH2:11][CH2:12][CH2:13][CH2:14][CH2:15][CH2:16]CC#N)[CH:5]=[CH:4][N:3]=[CH:2]1.[OH-:25].[Na+].[CH3:27][CH2:28][OH:29]. Product: [N:1]1([CH:6]([CH2:20][CH2:21][CH2:22][CH2:23][CH3:24])[CH2:7][CH2:8][CH2:9][CH2:10][CH2:11][CH2:12][CH2:13][CH2:14][CH2:15][CH2:16][CH2:27][C:28]([OH:25])=[O:29])[CH:5]=[CH:4][N:3]=[CH:2]1. The catalyst class is: 6. (5) Reactant: Cl[CH2:2][C:3]([NH:5][CH:6]([CH3:12])[C:7](OCC)=[O:8])=[O:4].[NH3:13]. Product: [CH3:12][CH:6]1[NH:5][C:3](=[O:4])[CH2:2][NH:13][C:7]1=[O:8]. The catalyst class is: 8. (6) Reactant: CS(C)=O.C(Cl)(=O)C(Cl)=O.[CH3:11][C:12]([CH3:37])([CH3:36])[CH:13]([C:28]1[CH:33]=[CH:32][C:31]([CH2:34][OH:35])=[CH:30][CH:29]=1)[C:14]1[CH:19]=[CH:18][C:17]([O:20][CH2:21][C:22]2[CH:27]=[CH:26][CH:25]=[CH:24][N:23]=2)=[CH:16][CH:15]=1.C(N(CC)CC)C. Product: [CH3:11][C:12]([CH3:37])([CH3:36])[CH:13]([C:28]1[CH:33]=[CH:32][C:31]([CH:34]=[O:35])=[CH:30][CH:29]=1)[C:14]1[CH:15]=[CH:16][C:17]([O:20][CH2:21][C:22]2[CH:27]=[CH:26][CH:25]=[CH:24][N:23]=2)=[CH:18][CH:19]=1. The catalyst class is: 2.